From a dataset of Forward reaction prediction with 1.9M reactions from USPTO patents (1976-2016). Predict the product of the given reaction. Given the reactants [NH2:1][C:2]1[CH:7]=[CH:6][C:5]([C:8]2([CH3:22])[C:17](=[O:18])[C:16]3[C:11](=[CH:12][C:13]([Cl:20])=[CH:14][C:15]=3[Cl:19])[NH:10][C:9]2=[O:21])=[CH:4][CH:3]=1.[CH:23](=O)[CH3:24].[Na], predict the reaction product. The product is: [Cl:19][C:15]1[CH:14]=[C:13]([Cl:20])[CH:12]=[C:11]2[C:16]=1[C:17](=[O:18])[C:8]([CH3:22])([C:5]1[CH:4]=[CH:3][C:2]([NH:1][CH2:23][CH3:24])=[CH:7][CH:6]=1)[C:9](=[O:21])[NH:10]2.